This data is from Reaction yield outcomes from USPTO patents with 853,638 reactions. The task is: Predict the reaction yield, written as a fraction of the theoretical maximum amount of product (1.0 means a 100% yield; for example, 0.34 means a 34% yield). (1) The reactants are [Br:1][C:2]1[CH:3]=[C:4]([NH2:10])[C:5]([NH2:9])=[CH:6][C:7]=1[F:8].[C:11]([O:15][C:16]([N:18]1[CH2:22][CH2:21][CH2:20][C@H:19]1[C:23](O)=O)=[O:17])([CH3:14])([CH3:13])[CH3:12].CN(C(ON1N=NC2C=CC=NC1=2)=[N+](C)C)C.F[P-](F)(F)(F)(F)F.C(N(C(C)C)CC)(C)C. The catalyst is CS(C)=O.CCOC(C)=O. The product is [Br:1][C:2]1[C:7]([F:8])=[CH:6][C:5]2[N:9]=[C:23]([C@@H:19]3[CH2:20][CH2:21][CH2:22][N:18]3[C:16]([O:15][C:11]([CH3:12])([CH3:14])[CH3:13])=[O:17])[NH:10][C:4]=2[CH:3]=1. The yield is 0.770. (2) The reactants are [NH2:1][C:2]1[N:7]=[CH:6][N:5]=[C:4]2[N:8]([C@@H:12]3[CH2:17][CH2:16][CH2:15][N:14]([C:18]([O:20][C:21]([CH3:24])([CH3:23])[CH3:22])=[O:19])[CH2:13]3)[N:9]=[C:10](I)[C:3]=12.[F:25][C:26]1[CH:47]=[CH:46][C:45]([F:48])=[CH:44][C:27]=1[O:28][C:29]1[CH:34]=[CH:33][C:32](B2OC(C)(C)C(C)(C)O2)=[CH:31][CH:30]=1.C(=O)([O-])[O-].[Na+].[Na+]. The catalyst is O1CCOCC1.O.C1C=CC([P]([Pd]([P](C2C=CC=CC=2)(C2C=CC=CC=2)C2C=CC=CC=2)([P](C2C=CC=CC=2)(C2C=CC=CC=2)C2C=CC=CC=2)[P](C2C=CC=CC=2)(C2C=CC=CC=2)C2C=CC=CC=2)(C2C=CC=CC=2)C2C=CC=CC=2)=CC=1. The product is [NH2:1][C:2]1[N:7]=[CH:6][N:5]=[C:4]2[N:8]([C@@H:12]3[CH2:17][CH2:16][CH2:15][N:14]([C:18]([O:20][C:21]([CH3:24])([CH3:23])[CH3:22])=[O:19])[CH2:13]3)[N:9]=[C:10]([C:32]3[CH:31]=[CH:30][C:29]([O:28][C:27]4[CH:44]=[C:45]([F:48])[CH:46]=[CH:47][C:26]=4[F:25])=[CH:34][CH:33]=3)[C:3]=12. The yield is 0.870. (3) The reactants are [CH3:1][NH:2][C:3]([C:5]1[C:6](I)=[CH:7][C:8]([N:11]2[CH2:16][CH2:15][CH:14]([O:17][Si:18]([C:21]([CH3:24])([CH3:23])[CH3:22])([CH3:20])[CH3:19])[CH2:13][CH2:12]2)=[N:9][CH:10]=1)=[O:4].[Cl:26][C:27]1[CH:32]=[CH:31][CH:30]=[CH:29][C:28]=1B(O)O.C(=O)([O-])[O-].[Na+].[Na+]. The catalyst is C1C=CC([P]([Pd]([P](C2C=CC=CC=2)(C2C=CC=CC=2)C2C=CC=CC=2)([P](C2C=CC=CC=2)(C2C=CC=CC=2)C2C=CC=CC=2)[P](C2C=CC=CC=2)(C2C=CC=CC=2)C2C=CC=CC=2)(C2C=CC=CC=2)C2C=CC=CC=2)=CC=1.C(COC)OC. The product is [CH3:1][NH:2][C:3]([C:5]1[C:6]([C:28]2[CH:29]=[CH:30][CH:31]=[CH:32][C:27]=2[Cl:26])=[CH:7][C:8]([N:11]2[CH2:16][CH2:15][CH:14]([O:17][Si:18]([C:21]([CH3:24])([CH3:23])[CH3:22])([CH3:20])[CH3:19])[CH2:13][CH2:12]2)=[N:9][CH:10]=1)=[O:4]. The yield is 0.915. (4) The reactants are O=C1C2C(=CC=CC=2)C(=O)[N:3]1[CH2:12][CH:13]1[CH2:18][CH2:17][CH2:16][CH:15]([NH:19][C:20](=[O:26])[O:21][C:22]([CH3:25])([CH3:24])[CH3:23])[CH2:14]1.O.NN. The catalyst is C(O)C.CCOC(C)=O. The product is [NH2:3][CH2:12][CH:13]1[CH2:18][CH2:17][CH2:16][CH:15]([NH:19][C:20](=[O:26])[O:21][C:22]([CH3:24])([CH3:23])[CH3:25])[CH2:14]1. The yield is 1.00. (5) The reactants are [C:1]1([C:11](Cl)=[O:12])[C:10]2[C:5](=[CH:6][CH:7]=[CH:8][CH:9]=2)[CH:4]=[CH:3][CH:2]=1.[Cl-].[NH4+:15]. The catalyst is CCOCC. The product is [C:1]1([C:11]([C:6]2[C:5]3[C:4](=[CH:3][CH:2]=[CH:1][CH:10]=3)[NH:15][CH:7]=2)=[O:12])[C:10]2[C:5](=[CH:6][CH:7]=[CH:8][CH:9]=2)[CH:4]=[CH:3][CH:2]=1. The yield is 0.910. (6) The product is [CH3:24][C:21]1[CH:22]=[CH:23][C:18](/[N:17]=[C:8]2/[C:7](=[O:16])[N:6]([C:3]3[CH:4]=[CH:5][S:1][CH:2]=3)[C:14]3[C:9]/2=[CH:10][CH:11]=[CH:12][CH:13]=3)=[CH:19][CH:20]=1. The catalyst is CC(O)=O.CO. The reactants are [S:1]1[CH:5]=[CH:4][C:3]([N:6]2[C:14]3[C:9](=[CH:10][CH:11]=[CH:12][CH:13]=3)[C:8](=O)[C:7]2=[O:16])=[CH:2]1.[NH2:17][C:18]1[CH:23]=[CH:22][C:21]([CH3:24])=[CH:20][CH:19]=1. The yield is 0.500. (7) The reactants are CO[C:3](=[O:26])[C:4]1[CH:9]=[CH:8][C:7]([O:10][CH2:11][C:12]2[C:13]([C:18]3[CH:23]=[CH:22][C:21]([F:24])=[C:20]([F:25])[CH:19]=3)=[N:14][O:15][C:16]=2[CH3:17])=[N:6][CH:5]=1.[NH2:27][CH2:28][C:29]([CH3:33])([CH3:32])[CH2:30][OH:31]. No catalyst specified. The product is [F:25][C:20]1[CH:19]=[C:18]([C:13]2[C:12]([CH2:11][O:10][C:7]3[CH:8]=[CH:9][C:4]([C:3]([NH:27][CH2:28][C:29]([CH3:33])([CH3:32])[CH2:30][OH:31])=[O:26])=[CH:5][N:6]=3)=[C:16]([CH3:17])[O:15][N:14]=2)[CH:23]=[CH:22][C:21]=1[F:24]. The yield is 0.480.